Dataset: Catalyst prediction with 721,799 reactions and 888 catalyst types from USPTO. Task: Predict which catalyst facilitates the given reaction. Reactant: Cl.[CH2:2]([C:6]1[N:10]([C:11]2[CH:16]=[CH:15][CH:14]=[CH:13][CH:12]=2)[N:9]=[C:8]([CH2:17][NH:18][C:19]([CH:21]2[CH:26]3[CH:22]2[CH2:23][NH:24][CH2:25]3)=[O:20])[CH:7]=1)[CH:3]([CH3:5])[CH3:4].C(N(CC)CC)C.[C:34]1([S:40](Cl)(=[O:42])=[O:41])[CH:39]=[CH:38][CH:37]=[CH:36][CH:35]=1.CCCCCC. Product: [CH2:2]([C:6]1[N:10]([C:11]2[CH:16]=[CH:15][CH:14]=[CH:13][CH:12]=2)[N:9]=[C:8]([CH2:17][NH:18][C:19]([CH:21]2[CH:26]3[CH:22]2[CH2:23][N:24]([S:40]([C:34]2[CH:39]=[CH:38][CH:37]=[CH:36][CH:35]=2)(=[O:42])=[O:41])[CH2:25]3)=[O:20])[CH:7]=1)[CH:3]([CH3:5])[CH3:4]. The catalyst class is: 124.